This data is from Aqueous solubility values for 9,982 compounds from the AqSolDB database. The task is: Regression/Classification. Given a drug SMILES string, predict its absorption, distribution, metabolism, or excretion properties. Task type varies by dataset: regression for continuous measurements (e.g., permeability, clearance, half-life) or binary classification for categorical outcomes (e.g., BBB penetration, CYP inhibition). For this dataset (solubility_aqsoldb), we predict Y. (1) The compound is Clc1ccccc1-c1c(Cl)cc(Cl)c(Cl)c1Cl. The Y is -7.43 log mol/L. (2) The molecule is O=C(O)c1cc(O)cc(C(=O)O)c1. The Y is -2.01 log mol/L. (3) The compound is CC(Cl)C(C)(C)Cl. The Y is -2.69 log mol/L. (4) The compound is CCONC(=O)c1cn(C)c(=O)c(F)c1Nc1ccc(Br)cc1F. The Y is -4.19 log mol/L.